This data is from CYP2D6 inhibition data for predicting drug metabolism from PubChem BioAssay. The task is: Regression/Classification. Given a drug SMILES string, predict its absorption, distribution, metabolism, or excretion properties. Task type varies by dataset: regression for continuous measurements (e.g., permeability, clearance, half-life) or binary classification for categorical outcomes (e.g., BBB penetration, CYP inhibition). Dataset: cyp2d6_veith. The compound is c1ccc2cc(NCNc3ccc4ccccc4c3)ccc2c1. The result is 1 (inhibitor).